From a dataset of Catalyst prediction with 721,799 reactions and 888 catalyst types from USPTO. Predict which catalyst facilitates the given reaction. Reactant: [CH3:1][O:2][C:3]1[CH:8]=[CH:7][C:6]([C:9]([C:32]2[CH:37]=[CH:36][C:35]([O:38][CH3:39])=[CH:34][CH:33]=2)([C:26]2[CH:31]=[CH:30][CH:29]=[CH:28][CH:27]=2)[O:10][CH2:11][C@H:12]([CH2:16][N:17]2[CH:22]=[C:21]([CH3:23])[C:20](=[O:24])[NH:19][C:18]2=[O:25])[C@H:13]([OH:15])[CH3:14])=[CH:5][CH:4]=1.N1[C-]=NN=N1.C([NH2+]C(C)C)(C)C.[CH:52]([N:55]([CH:69]([CH3:71])[CH3:70])[P:56](N(C(C)C)C(C)C)[O:57][CH2:58][CH2:59][C:60]#[N:61])([CH3:54])[CH3:53]. Product: [CH:69]([N:55]([CH:52]([CH3:54])[CH3:53])[P:56]([O:57][CH2:58][CH2:59][C:60]#[N:61])[O:15][C@H:13]([CH3:14])[C@@H:12]([CH2:16][N:17]1[CH:22]=[C:21]([CH3:23])[C:20](=[O:24])[NH:19][C:18]1=[O:25])[CH2:11][O:10][C:9]([C:6]1[CH:5]=[CH:4][C:3]([O:2][CH3:1])=[CH:8][CH:7]=1)([C:32]1[CH:37]=[CH:36][C:35]([O:38][CH3:39])=[CH:34][CH:33]=1)[C:26]1[CH:27]=[CH:28][CH:29]=[CH:30][CH:31]=1)([CH3:71])[CH3:70]. The catalyst class is: 4.